From a dataset of Full USPTO retrosynthesis dataset with 1.9M reactions from patents (1976-2016). Predict the reactants needed to synthesize the given product. (1) Given the product [Br:19][CH2:20][C:21]([C:12]1[CH:11]=[C:10]2[C:15](=[CH:14][CH:13]=1)[N:6]([CH3:5])[C:7](=[O:18])[CH2:8][C:9]2([CH3:16])[CH3:17])=[O:22], predict the reactants needed to synthesize it. The reactants are: [Al+3].[Cl-].[Cl-].[Cl-].[CH3:5][N:6]1[C:15]2[C:10](=[CH:11][CH:12]=[CH:13][CH:14]=2)[C:9]([CH3:17])([CH3:16])[CH2:8][C:7]1=[O:18].[Br:19][CH2:20][C:21](Br)=[O:22].O. (2) Given the product [F:5][C:6]1[CH:7]=[C:8]2[C:13](=[C:14]([F:17])[C:15]=1[F:16])[N:12]=[CH:11][C:10]([CH2:18][Br:2])=[C:9]2[C:20]1[S:21][CH:22]=[CH:23][CH:24]=1, predict the reactants needed to synthesize it. The reactants are: P(Br)(Br)[Br:2].[F:5][C:6]1[CH:7]=[C:8]2[C:13](=[C:14]([F:17])[C:15]=1[F:16])[N:12]=[CH:11][C:10]([CH2:18]O)=[C:9]2[C:20]1[S:21][CH:22]=[CH:23][CH:24]=1. (3) Given the product [C:1]([O:5][C:6](=[O:31])[NH:7][C@@H:8]([CH2:27][CH:28]([CH3:30])[CH3:29])[CH2:9][O:10][C:11]1[C:12]([C:33]#[N:32])=[CH:13][C:14]2[C:24]3[C:19](=[CH:20][N:21]=[CH:22][CH:23]=3)[CH:18]([CH3:25])[O:17][C:15]=2[CH:16]=1)([CH3:4])([CH3:3])[CH3:2], predict the reactants needed to synthesize it. The reactants are: [C:1]([O:5][C:6](=[O:31])[NH:7][C@@H:8]([CH2:27][CH:28]([CH3:30])[CH3:29])[CH2:9][O:10][C:11]1[C:12](Br)=[CH:13][C:14]2[C:24]3[C:19](=[CH:20][N:21]=[CH:22][CH:23]=3)[CH:18]([CH3:25])[O:17][C:15]=2[CH:16]=1)([CH3:4])([CH3:3])[CH3:2].[NH:32]1CCC[C@H:33]1C(O)=O.[Cu]C#N. (4) Given the product [C:29]([O:32][C:33]([N:1]([C:33]([O:32][C:29]([CH3:31])([CH3:30])[CH3:28])=[O:34])[C:2]1[CH:6]=[C:5]([C:7]2[CH:8]=[CH:9][C:10]([Cl:13])=[CH:11][CH:12]=2)[S:4][C:3]=1[C:14]([O:16][CH3:17])=[O:15])=[O:34])([CH3:31])([CH3:30])[CH3:28], predict the reactants needed to synthesize it. The reactants are: [NH2:1][C:2]1[CH:6]=[C:5]([C:7]2[CH:12]=[CH:11][C:10]([Cl:13])=[CH:9][CH:8]=2)[S:4][C:3]=1[C:14]([O:16][CH3:17])=[O:15].[Li+].C[Si]([N-][Si](C)(C)C)(C)C.[CH3:28][C:29]([O:32][C:33](O[C:33]([O:32][C:29]([CH3:31])([CH3:30])[CH3:28])=[O:34])=[O:34])([CH3:31])[CH3:30]. (5) Given the product [CH2:20]([O:22][C:23]1[CH:29]=[CH:28][C:26]([NH:27][C:2]2[N:7]=[C:6]([NH:8][C:9]3[CH:14]=[CH:13][C:12]4[O:15][CH2:16][CH2:17][O:18][C:11]=4[CH:10]=3)[C:5]([F:19])=[CH:4][N:3]=2)=[CH:25][CH:24]=1)[CH3:21], predict the reactants needed to synthesize it. The reactants are: Cl[C:2]1[N:7]=[C:6]([NH:8][C:9]2[CH:14]=[CH:13][C:12]3[O:15][CH2:16][CH2:17][O:18][C:11]=3[CH:10]=2)[C:5]([F:19])=[CH:4][N:3]=1.[CH2:20]([O:22][C:23]1[CH:29]=[CH:28][C:26]([NH2:27])=[CH:25][CH:24]=1)[CH3:21]. (6) Given the product [O:12]=[C:10]1[C:9]2[CH:13]=[CH:14][CH:15]=[CH:16][C:8]=2[O:7][C:6]2[CH:17]=[CH:18][C:3]([CH:2]=[O:1])=[CH:4][C:5]=2[NH:11]1, predict the reactants needed to synthesize it. The reactants are: [OH:1][CH2:2][C:3]1[CH:18]=[CH:17][C:6]2[O:7][C:8]3[CH:16]=[CH:15][CH:14]=[CH:13][C:9]=3[C:10](=[O:12])[NH:11][C:5]=2[CH:4]=1.C[N+]1([O-])CCOCC1. (7) Given the product [Cl:21][CH2:17][C:10]1[CH:11]=[C:12]([C:13]([O:15][CH3:16])=[O:14])[N:8]([C:3]2[C:2]([Cl:1])=[CH:7][CH:6]=[CH:5][N:4]=2)[N:9]=1, predict the reactants needed to synthesize it. The reactants are: [Cl:1][C:2]1[C:3]([N:8]2[C:12]([C:13]([O:15][CH3:16])=[O:14])=[CH:11][C:10]([CH2:17]O)=[N:9]2)=[N:4][CH:5]=[CH:6][CH:7]=1.O=S(Cl)[Cl:21].